From a dataset of Catalyst prediction with 721,799 reactions and 888 catalyst types from USPTO. Predict which catalyst facilitates the given reaction. (1) Reactant: [OH:1][C:2]1[C:7]([C:8]2[CH:13]=[CH:12][C:11]([C@H:14]([N:16]3[C:24](=[O:25])[C:23]4[C:18](=[CH:19][CH:20]=[CH:21][CH:22]=4)[C:17]3=[O:26])[CH3:15])=[CH:10][CH:9]=2)=[CH:6][CH:5]=[CH:4][N:3]=1.C(=O)([O-])[O-].[Cs+].[Cs+].C(O[C:37](Cl)([F:39])[F:38])(=O)C. Product: [F:38][CH:37]([F:39])[O:1][C:2]1[C:7]([C:8]2[CH:9]=[CH:10][C:11]([C@H:14]([N:16]3[C:24](=[O:25])[C:23]4[C:18](=[CH:19][CH:20]=[CH:21][CH:22]=4)[C:17]3=[O:26])[CH3:15])=[CH:12][CH:13]=2)=[CH:6][CH:5]=[CH:4][N:3]=1. The catalyst class is: 9. (2) Reactant: C([N:8]1[CH2:13][CH2:12][N:11](CC2C=CC=CC=2)[CH2:10][C@@H:9]1[CH2:21][CH2:22][CH:23]=[CH:24][C:25]1[CH:30]=[CH:29][CH:28]=[CH:27][CH:26]=1)C1C=CC=CC=1.C(O)=O.N. Product: [C:25]1([CH2:24][CH2:23][CH2:22][CH2:21][C@H:9]2[CH2:10][NH:11][CH2:12][CH2:13][NH:8]2)[CH:30]=[CH:29][CH:28]=[CH:27][CH:26]=1. The catalyst class is: 50.